This data is from Forward reaction prediction with 1.9M reactions from USPTO patents (1976-2016). The task is: Predict the product of the given reaction. (1) Given the reactants [CH:1]1([CH:6]=[C:7]([C:18]2[NH:31][C:21]3=[N:22][CH:23]=[C:24]([C:26]#[C:27][CH2:28][O:29][CH3:30])[CH:25]=[C:20]3[CH:19]=2)[C:8]2[CH:13]=[CH:12][C:11]([S:14]([CH3:17])(=[O:16])=[O:15])=[CH:10][CH:9]=2)[CH2:5][CH2:4][CH2:3][CH2:2]1, predict the reaction product. The product is: [CH:1]1([CH2:6][CH:7]([C:18]2[NH:31][C:21]3=[N:22][CH:23]=[C:24]([CH2:26][CH2:27][CH2:28][O:29][CH3:30])[CH:25]=[C:20]3[CH:19]=2)[C:8]2[CH:13]=[CH:12][C:11]([S:14]([CH3:17])(=[O:16])=[O:15])=[CH:10][CH:9]=2)[CH2:5][CH2:4][CH2:3][CH2:2]1. (2) Given the reactants Br[CH2:2][C:3]1[NH:8][C:7]([C:9]2[S:10][C:11]([F:14])=[CH:12][N:13]=2)=[N:6][CH:5]([C:15]2[CH:20]=[CH:19][C:18]([Cl:21])=[CH:17][C:16]=2[Cl:22])[C:4]=1[C:23]([O:25][CH2:26][CH3:27])=[O:24].Cl.[NH:29]1[CH2:34][CH2:33][O:32][CH2:31][CH:30]1[C:35]([OH:37])=[O:36], predict the reaction product. The product is: [Cl:22][C:16]1[CH:17]=[C:18]([Cl:21])[CH:19]=[CH:20][C:15]=1[CH:5]1[N:6]=[C:7]([C:9]2[S:10][C:11]([F:14])=[CH:12][N:13]=2)[NH:8][C:3]([CH2:2][N:29]2[CH2:34][CH2:33][O:32][CH2:31][CH:30]2[C:35]([OH:37])=[O:36])=[C:4]1[C:23]([O:25][CH2:26][CH3:27])=[O:24]. (3) Given the reactants C([O:9][C@@H:10]1[C@H:14]([O:15]C(=O)C2C=CC=CC=2)[C@@H:13]([CH2:24][O:25]C(=O)C2C=CC=CC=2)[O:12][C@H:11]1[N:34]1[CH:41]=[C:40]([CH2:42][CH3:43])[C:38](=[O:39])[NH:37][C:35]1=[O:36])(=O)C1C=CC=CC=1.C[O-].[Na+], predict the reaction product. The product is: [CH2:42]([C:40]1[C:38](=[O:39])[NH:37][C:35](=[O:36])[N:34]([CH:41]=1)[C@@H:11]1[O:12][C@H:13]([CH2:24][OH:25])[C@@H:14]([OH:15])[C@H:10]1[OH:9])[CH3:43]. (4) Given the reactants [C:1](=[O:4])([OH:3])N.[N:5]1[N:9]2[CH:10]=CC=C[C:8]2=[C:7](C(OC)=O)[CH:6]=1.S(=O)(=O)(O)O.[CH3:23]O, predict the reaction product. The product is: [CH3:10][N:9]1[CH:8]=[CH:7][C:6]([C:1]([O:3][CH3:23])=[O:4])=[N:5]1.